Dataset: Full USPTO retrosynthesis dataset with 1.9M reactions from patents (1976-2016). Task: Predict the reactants needed to synthesize the given product. (1) The reactants are: [Cl:1][C:2]1[N:3]=[CH:4][C:5]([C:8]([NH:10][NH:11]C(OC(C)(C)C)=O)=[O:9])=[N:6][CH:7]=1.Cl. Given the product [Cl:1][C:2]1[N:3]=[CH:4][C:5]([C:8]([NH:10][NH2:11])=[O:9])=[N:6][CH:7]=1, predict the reactants needed to synthesize it. (2) The reactants are: [CH2:1]([O:5][C:6]([C:8]1[N:13]=[C:12](Br)[C:11]2[C:15]([CH3:18])=[N:16][S:17][C:10]=2[C:9]=1[OH:19])=[O:7])[CH2:2][CH2:3][CH3:4].C([Sn](CCCC)(CCCC)[C:25]1[CH:30]=[CH:29][CH:28]=[CH:27][CH:26]=1)CCC. Given the product [CH2:1]([O:5][C:6]([C:8]1[N:13]=[C:12]([C:25]2[CH:30]=[CH:29][CH:28]=[CH:27][CH:26]=2)[C:11]2[C:15]([CH3:18])=[N:16][S:17][C:10]=2[C:9]=1[OH:19])=[O:7])[CH2:2][CH2:3][CH3:4], predict the reactants needed to synthesize it. (3) Given the product [Br:1][C:2]1[N:7]2[C:8]([C@@H:12]3[CH2:17][CH2:16][CH2:15][N:14]([C:18]([O:20][CH2:21][C:22]4[CH:27]=[CH:26][CH:25]=[CH:24][CH:23]=4)=[O:19])[CH2:13]3)=[N:9][C:10]([I:11])=[C:6]2[C:5]([NH:40][CH2:39][C:32]2[CH:33]=[CH:34][C:35]([O:37][CH3:38])=[CH:36][C:31]=2[O:30][CH3:29])=[N:4][CH:3]=1, predict the reactants needed to synthesize it. The reactants are: [Br:1][C:2]1[N:7]2[C:8]([C@@H:12]3[CH2:17][CH2:16][CH2:15][N:14]([C:18]([O:20][CH2:21][C:22]4[CH:27]=[CH:26][CH:25]=[CH:24][CH:23]=4)=[O:19])[CH2:13]3)=[N:9][C:10]([I:11])=[C:6]2[C:5](Cl)=[N:4][CH:3]=1.[CH3:29][O:30][C:31]1[CH:36]=[C:35]([O:37][CH3:38])[CH:34]=[CH:33][C:32]=1[CH2:39][NH2:40].C(N(C(C)C)C(C)C)C. (4) Given the product [NH2:38][C@H:30]([CH2:31][C:32]1[CH:33]=[CH:34][CH:35]=[CH:36][CH:37]=1)[C:29]([N:26]1[CH2:27][CH2:28][CH:23]([N:16]2[C:17](=[O:22])[C:18]([CH3:20])([CH3:21])[CH2:19][C:14]([C:6]3[C:7]4[CH2:8][C:9]([CH3:12])([CH3:13])[O:10][C:11]=4[C:3]([O:2][CH3:1])=[CH:4][CH:5]=3)=[N:15]2)[CH2:24][CH2:25]1)=[O:46], predict the reactants needed to synthesize it. The reactants are: [CH3:1][O:2][C:3]1[C:11]2[O:10][C:9]([CH3:13])([CH3:12])[CH2:8][C:7]=2[C:6]([C:14]2[CH2:19][C:18]([CH3:21])([CH3:20])[C:17](=[O:22])[N:16]([CH:23]3[CH2:28][CH2:27][N:26]([C:29](=[O:46])[C@H:30]([NH:38]C(=O)OC(C)(C)C)[CH2:31][C:32]4[CH:37]=[CH:36][CH:35]=[CH:34][CH:33]=4)[CH2:25][CH2:24]3)[N:15]=2)=[CH:5][CH:4]=1.C(Cl)Cl. (5) Given the product [NH2:26][CH2:25][CH2:24][N:20]1[CH2:21][CH2:22][CH:17]([CH2:16][C:10]2[NH:11][C:12](=[O:15])[C:13]3[O:14][C:5]4[CH:4]=[CH:3][C:2]([Br:1])=[CH:7][C:6]=4[C:8]=3[N:9]=2)[CH2:18][CH2:19]1, predict the reactants needed to synthesize it. The reactants are: [Br:1][C:2]1[CH:3]=[CH:4][C:5]2[O:14][C:13]3[C:12](=[O:15])[NH:11][C:10]([CH2:16][CH:17]4[CH2:22][CH2:21][NH:20][CH2:19][CH2:18]4)=[N:9][C:8]=3[C:6]=2[CH:7]=1.O=[CH:24][CH2:25][NH:26]C(=O)OC(C)(C)C.[BH-](OC(C)=O)(OC(C)=O)OC(C)=O.[Na+].C(O)(=O)C.